This data is from Reaction yield outcomes from USPTO patents with 853,638 reactions. The task is: Predict the reaction yield, written as a fraction of the theoretical maximum amount of product (1.0 means a 100% yield; for example, 0.34 means a 34% yield). (1) The reactants are C(O[CH2:5][C:6]1[C:15]2[C:10](=[CH:11][CH:12]=[C:13]([O:16][C:17]3[CH:22]=[CH:21][CH:20]=[CH:19][CH:18]=3)[CH:14]=2)[C:9]([OH:23])=[C:8]([C:24]([O:26][CH3:27])=[O:25])[N:7]=1)(=O)C.C([O-])([O-])=O.[Na+].[Na+]. The catalyst is [Pd].C(OCC)(=O)C. The product is [OH:23][C:9]1[C:10]2[C:15](=[CH:14][C:13]([O:16][C:17]3[CH:22]=[CH:21][CH:20]=[CH:19][CH:18]=3)=[CH:12][CH:11]=2)[C:6]([CH3:5])=[N:7][C:8]=1[C:24]([O:26][CH3:27])=[O:25]. The yield is 0.900. (2) The catalyst is C(#N)C. The product is [Br:1][C:2]1[CH:3]=[C:4]([CH:8]=[CH:9][CH:10]=1)[C:5]([NH:15][CH:16]1[CH2:20][CH2:19][NH:18][CH2:17]1)=[O:7]. The reactants are [Br:1][C:2]1[CH:3]=[C:4]([CH:8]=[CH:9][CH:10]=1)[C:5]([OH:7])=O.C(Cl)CCl.[NH2:15][C@@H:16]1[CH2:20][CH2:19][NH:18][CH2:17]1. The yield is 0.370. (3) The reactants are Br[C:2]1[C:11]([F:12])=[CH:10][CH:9]=[C:8]2[C:3]=1[CH:4]=[CH:5][C:6]([CH3:13])=[N:7]2.[N:14]1([C:20]([O:22][C:23]([CH3:26])([CH3:25])[CH3:24])=[O:21])[CH2:19][CH2:18][NH:17][CH2:16][CH2:15]1.C1(P(C2C(P(C3C=CC=CC=3)C3C=CC=CC=3)=C(C3C4C(=CC=CC=4)C=CC=3)C3C(C=2)=CC=CC=3)C2C=CC=CC=2)C=CC=CC=1.C(=O)([O-])[O-].[Cs+].[Cs+]. The catalyst is C1(C)C=CC=CC=1. The product is [F:12][C:11]1[C:2]([N:17]2[CH2:16][CH2:15][N:14]([C:20]([O:22][C:23]([CH3:26])([CH3:25])[CH3:24])=[O:21])[CH2:19][CH2:18]2)=[C:3]2[C:8](=[CH:9][CH:10]=1)[N:7]=[C:6]([CH3:13])[CH:5]=[CH:4]2. The yield is 0.650. (4) The reactants are [O:1]=[C:2]1[C:10](=O)[C:9]2[C:4](=[CH:5][CH:6]=[CH:7][CH:8]=2)[N:3]1[CH2:12][C:13]1[O:17][C:16]([C:18]([O:20][CH2:21][CH3:22])=[O:19])=[CH:15][CH:14]=1.[F:23][C:24]([F:33])([F:32])[C:25]1[CH:26]=[C:27]([CH:29]=[CH:30][CH:31]=1)[NH2:28]. The catalyst is C(Cl)(Cl)Cl. The product is [O:1]=[C:2]1[N:3]([CH2:12][C:13]2[O:17][C:16]([C:18]([O:20][CH2:21][CH3:22])=[O:19])=[CH:15][CH:14]=2)[C:4]2[C:9](/[C:10]/1=[N:28]/[C:27]1[CH:29]=[CH:30][CH:31]=[C:25]([C:24]([F:23])([F:32])[F:33])[CH:26]=1)=[CH:8][CH:7]=[CH:6][CH:5]=2. The yield is 0.230. (5) The reactants are Cl[S:2]([N:5]=[C:6]=[O:7])(=[O:4])=[O:3].C[C:9]([OH:12])([CH3:11])C.[CH2:13]([O:15][C:16](=[O:19])[CH2:17][NH2:18])[CH3:14].[CH3:20][CH2:21]N(CC)CC.Cl. The catalyst is C(Cl)Cl. The product is [CH2:9]([O:12][C:6]([NH:5][S:2]([NH:18][CH2:17][C:16]([O:15][CH2:13][CH3:14])=[O:19])(=[O:4])=[O:3])=[O:7])[CH2:11][CH2:20][CH3:21]. The yield is 0.850. (6) The reactants are [IH:1].Cl[C:3]1[C:4]2[CH:11]=[CH:10][NH:9][C:5]=2[N:6]=[CH:7][N:8]=1. No catalyst specified. The product is [I:1][C:3]1[C:4]2[CH:11]=[CH:10][NH:9][C:5]=2[N:6]=[CH:7][N:8]=1. The yield is 0.960. (7) The reactants are [NH2:1][C:2]1[CH:7]=[N:6][CH:5]=[CH:4][N:3]=1.[Br:8][C:9]1[CH:16]=[CH:15][C:12]([CH:13]=O)=[CH:11][CH:10]=1.[N+:17]([CH2:19][C:20]([O:22][CH3:23])=[O:21])#[C-:18].Cl(O)(=O)(=O)=O. The catalyst is CO.CCOC(C)=O. The product is [Br:8][C:9]1[CH:16]=[CH:15][C:12]([C:13]2[N:1]=[C:2]3[CH:7]=[N:6][CH:5]=[CH:4][N:3]3[C:18]=2[NH:17][CH2:19][C:20]([O:22][CH3:23])=[O:21])=[CH:11][CH:10]=1. The yield is 0.580.